From a dataset of Reaction yield outcomes from USPTO patents with 853,638 reactions. Predict the reaction yield, written as a fraction of the theoretical maximum amount of product (1.0 means a 100% yield; for example, 0.34 means a 34% yield). (1) The reactants are [C:1]1([CH:7]([C:11]2[CH:16]=[CH:15][CH:14]=[CH:13][CH:12]=2)[C:8]([OH:10])=O)[CH:6]=[CH:5][CH:4]=[CH:3][CH:2]=1.[CH3:17][O:18][C:19]1[CH:20]=[C:21]([C:27]2([CH2:32][NH2:33])[CH2:31][CH2:30][CH2:29][CH2:28]2)[CH:22]=[CH:23][C:24]=1[O:25][CH3:26].C(N(CC)CC)C.F[P-](F)(F)(F)(F)F.N1(OC(N(C)C)=[N+](C)C)C2N=CC=CC=2N=N1. The catalyst is C(#N)C. The product is [CH3:17][O:18][C:19]1[CH:20]=[C:21]([C:27]2([CH2:32][NH:33][C:8](=[O:10])[CH:7]([C:1]3[CH:2]=[CH:3][CH:4]=[CH:5][CH:6]=3)[C:11]3[CH:16]=[CH:15][CH:14]=[CH:13][CH:12]=3)[CH2:28][CH2:29][CH2:30][CH2:31]2)[CH:22]=[CH:23][C:24]=1[O:25][CH3:26]. The yield is 0.155. (2) The product is [CH:15]1([C:13]([OH:14])([C:11]#[C:10][Si:6]([CH3:9])([CH3:8])[CH3:7])[CH3:12])[CH2:17][CH2:16]1. The reactants are [Li]CCCC.[Si:6]([C:10]#[CH:11])([CH3:9])([CH3:8])[CH3:7].[CH3:12][C:13]([CH:15]1[CH2:17][CH2:16]1)=[O:14]. The yield is 1.00. The catalyst is CCOCC. (3) The reactants are [NH2:1][C:2]1[C:7]([OH:8])=[CH:6][CH:5]=[CH:4][C:3]=1[OH:9].Cl[CH2:11][C:12](Cl)=[O:13].C([O-])([O-])=O.[K+].[K+]. The catalyst is CN(C=O)C.C(Cl)Cl. The product is [OH:8][C:7]1[C:2]2[NH:1][C:12](=[O:13])[CH2:11][O:9][C:3]=2[CH:4]=[CH:5][CH:6]=1. The yield is 0.640. (4) The reactants are [C:1]([O:5][C:6]([NH:8][C:9]([O:11][C:12]([CH3:15])([CH3:14])[CH3:13])=[O:10])=[O:7])([CH3:4])([CH3:3])[CH3:2].[H-].[Na+].[CH2:18]([O:25][C:26]1[CH:31]=[CH:30][CH:29]=[C:28]([CH2:32]Cl)[CH:27]=1)[C:19]1[CH:24]=[CH:23][CH:22]=[CH:21][CH:20]=1.ClCCl. The catalyst is CN(C)C=O.O. The product is [C:12]([O:11][C:9]([N:8]([CH2:32][C:28]1[CH:29]=[CH:30][CH:31]=[C:26]([O:25][CH2:18][C:19]2[CH:24]=[CH:23][CH:22]=[CH:21][CH:20]=2)[CH:27]=1)[C:6]([O:5][C:1]([CH3:4])([CH3:3])[CH3:2])=[O:7])=[O:10])([CH3:15])([CH3:14])[CH3:13]. The yield is 0.390. (5) The reactants are [CH3:1][O:2][C:3]([C:5]1[CH:9]=[CH:8][S:7][C:6]=1[C:10]1[CH:15]=[CH:14][C:13](N)=[CH:12][CH:11]=1)=[O:4].N([O-])=[O:18].[Na+]. The catalyst is O.[N+]([O-])([O-])=O.[Cu+2].[N+]([O-])([O-])=O.[Cu]=O. The product is [CH3:1][O:2][C:3]([C:5]1[CH:9]=[CH:8][S:7][C:6]=1[C:10]1[CH:15]=[CH:14][C:13]([OH:18])=[CH:12][CH:11]=1)=[O:4]. The yield is 0.460. (6) The reactants are [Cl:1]N1C(=O)CCC1=O.[CH3:9][C:10]1[CH:18]=[CH:17][CH:16]=[CH:15][C:11]=1[CH:12]=[N:13][OH:14]. The catalyst is CN(C)C=O. The product is [OH:14][N:13]=[C:12]([Cl:1])[C:11]1[CH:15]=[CH:16][CH:17]=[CH:18][C:10]=1[CH3:9]. The yield is 0.740.